The task is: Predict which catalyst facilitates the given reaction.. This data is from Catalyst prediction with 721,799 reactions and 888 catalyst types from USPTO. Reactant: [N+:1]([C:4]([C:11]1[CH:20]=[CH:19][C:18]2[C:13](=[CH:14][CH:15]=[C:16]([O:21][C@H:22]3[CH2:27][CH2:26][C@H:25]([C:28]([F:31])([F:30])[F:29])[CH2:24][CH2:23]3)[CH:17]=2)[CH:12]=1)([CH3:10])[CH2:5][CH2:6][C:7]([OH:9])=[O:8])([O-])=O. Product: [NH2:1][C:4]([C:11]1[CH:20]=[CH:19][C:18]2[C:13](=[CH:14][CH:15]=[C:16]([O:21][C@H:22]3[CH2:27][CH2:26][C@H:25]([C:28]([F:29])([F:30])[F:31])[CH2:24][CH2:23]3)[CH:17]=2)[CH:12]=1)([CH3:10])[CH2:5][CH2:6][C:7]([OH:9])=[O:8]. The catalyst class is: 183.